From a dataset of Full USPTO retrosynthesis dataset with 1.9M reactions from patents (1976-2016). Predict the reactants needed to synthesize the given product. (1) The reactants are: CN(C=O)C.C(Cl)(=O)C(Cl)=O.[CH:12]1([S:15]([C:18]2[CH:23]=[CH:22][C:21]([C@@H:24]([CH2:28][CH:29]3[CH2:34][CH2:33][O:32][CH2:31][CH2:30]3)[C:25]([OH:27])=O)=[CH:20][CH:19]=2)(=[O:17])=[O:16])[CH2:14][CH2:13]1.N1C(C)=CC(C)=CC=1C.Cl.[F:45][C:46]1[S:50][C:49]([NH2:51])=[N:48][CH:47]=1.Cl. Given the product [CH:12]1([S:15]([C:18]2[CH:23]=[CH:22][C:21]([C@@H:24]([CH2:28][CH:29]3[CH2:30][CH2:31][O:32][CH2:33][CH2:34]3)[C:25]([NH:51][C:49]3[S:50][C:46]([F:45])=[CH:47][N:48]=3)=[O:27])=[CH:20][CH:19]=2)(=[O:16])=[O:17])[CH2:13][CH2:14]1, predict the reactants needed to synthesize it. (2) Given the product [CH:16]1([CH2:15][O:14][C@@H:9]([CH2:8][C:5]2[CH:6]=[CH:7][C:2]([C:23]3[CH:24]=[CH:25][CH:26]=[C:21]([NH:20][CH3:19])[CH:22]=3)=[CH:3][CH:4]=2)[C:10]([O:12][CH3:13])=[O:11])[CH2:18][CH2:17]1, predict the reactants needed to synthesize it. The reactants are: Br[C:2]1[CH:7]=[CH:6][C:5]([CH2:8][C@H:9]([O:14][CH2:15][CH:16]2[CH2:18][CH2:17]2)[C:10]([O:12][CH3:13])=[O:11])=[CH:4][CH:3]=1.[CH3:19][NH:20][C:21]1[CH:26]=[CH:25][CH:24]=[C:23](B2OC(C)(C)C(C)(C)O2)[CH:22]=1.P([O-])([O-])([O-])=O.[K+].[K+].[K+].O. (3) The reactants are: Cl.[Br:2][C:3]1[CH:13]=[CH:12][C:6]([CH:7]([OH:11])[C:8]([OH:10])=[O:9])=[CH:5][CH:4]=1.[CH3:14]O. Given the product [Br:2][C:3]1[CH:13]=[CH:12][C:6]([CH:7]([OH:11])[C:8]([O:10][CH3:14])=[O:9])=[CH:5][CH:4]=1, predict the reactants needed to synthesize it. (4) Given the product [OH:24][CH2:25][CH2:26][N:27]([CH2:31][CH2:32][OH:33])[CH2:28][CH2:29][NH:30][C:21]([C:17]1[C:18]2[C:13](=[N:12][C:11]3[C:20]([N:19]=2)=[C:7]2[CH:6]=[CH:5][CH:4]=[C:3]([O:2][CH3:1])[C:8]2=[CH:9][CH:10]=3)[CH:14]=[CH:15][CH:16]=1)=[O:22], predict the reactants needed to synthesize it. The reactants are: [CH3:1][O:2][C:3]1[C:8]2=[CH:9][CH:10]=[C:11]3[C:20]([N:19]=[C:18]4[C:13]([CH:14]=[CH:15][CH:16]=[C:17]4[C:21](O)=[O:22])=[N:12]3)=[C:7]2[CH:6]=[CH:5][CH:4]=1.[OH:24][CH2:25][CH2:26][N:27]([CH2:31][CH2:32][OH:33])[CH2:28][CH2:29][NH2:30]. (5) Given the product [Br:57][C:58]1[CH:59]=[C:60]([CH:61]=[CH:62][CH:63]=1)[CH2:64][S:65]([NH:68][C:54]([CH:51]1[CH2:50][CH2:49][N:48]([C:37]2[C:36]([C:34]#[N:35])=[CH:41][C:40]([C:42]([O:44][CH2:45][CH3:46])=[O:43])=[C:39]([CH3:47])[N:38]=2)[CH2:53][CH2:52]1)=[O:55])(=[O:66])=[O:67], predict the reactants needed to synthesize it. The reactants are: CN(C(ON1N=NC2C=CC=NC1=2)=[N+](C)C)C.F[P-](F)(F)(F)(F)F.CCN(C(C)C)C(C)C.[C:34]([C:36]1[C:37]([N:48]2[CH2:53][CH2:52][CH:51]([C:54](O)=[O:55])[CH2:50][CH2:49]2)=[N:38][C:39]([CH3:47])=[C:40]([C:42]([O:44][CH2:45][CH3:46])=[O:43])[CH:41]=1)#[N:35].[Br:57][C:58]1[CH:59]=[C:60]([CH2:64][S:65]([NH2:68])(=[O:67])=[O:66])[CH:61]=[CH:62][CH:63]=1. (6) Given the product [Br:12][C:13]1[CH:18]=[CH:17][C:16]([NH:19]/[N:20]=[C:9](/[C:3]2[C:4]([F:8])=[CH:5][CH:6]=[CH:7][C:2]=2[Cl:1])\[CH3:10])=[CH:15][CH:14]=1, predict the reactants needed to synthesize it. The reactants are: [Cl:1][C:2]1[CH:7]=[CH:6][CH:5]=[C:4]([F:8])[C:3]=1[C:9](=O)[CH3:10].[Br:12][C:13]1[CH:18]=[CH:17][C:16]([NH:19][NH2:20])=[CH:15][CH:14]=1.CC([O-])=O.[K+]. (7) Given the product [CH2:1]([O:8][CH2:9][CH2:10][O:11][CH2:15][C:16]([OH:18])=[O:17])[C:2]1[CH:7]=[CH:6][CH:5]=[CH:4][CH:3]=1, predict the reactants needed to synthesize it. The reactants are: [CH2:1]([O:8][CH2:9][CH2:10][OH:11])[C:2]1[CH:7]=[CH:6][CH:5]=[CH:4][CH:3]=1.[H-].[Na+].Cl[CH2:15][C:16]([OH:18])=[O:17]. (8) Given the product [Br:13]/[CH:14]=[C:15]1\[CH2:16][CH2:17][CH2:18][C@@:19]2([CH3:26])[C@H:24]\1[CH2:23][C:22](=[O:25])[CH:21]=[CH:20]2, predict the reactants needed to synthesize it. The reactants are: I(C1C=CC=CC=1C(O)=O)(=O)=O.[Br:13]/[CH:14]=[C:15]1\[CH2:16][CH2:17][CH2:18][C@@:19]2([CH3:26])[C@H:24]\1[CH2:23][C:22](=[O:25])[CH2:21][CH2:20]2.C(=O)([O-])O.[Na+].